From a dataset of Reaction yield outcomes from USPTO patents with 853,638 reactions. Predict the reaction yield, written as a fraction of the theoretical maximum amount of product (1.0 means a 100% yield; for example, 0.34 means a 34% yield). (1) The reactants are Cl[C:2]1[N:7]=[C:6]([CH3:8])[C:5]([CH:9]([CH2:14][CH2:15][CH3:16])[C:10]([O:12][CH3:13])=[O:11])=[C:4]([C:17]2[CH:22]=[CH:21][C:20]([CH3:23])=[CH:19][CH:18]=2)[N:3]=1.[F:24][C:25]1[CH:30]=[CH:29][CH:28]=[C:27]([F:31])[C:26]=1B(O)O.C(N(CC)C(C)C)(C)C. The catalyst is COCCOC.O.[Pd].C1(P(C2C=CC=CC=2)C2C=CC=CC=2)C=CC=CC=1.C1(P(C2C=CC=CC=2)C2C=CC=CC=2)C=CC=CC=1.C1(P(C2C=CC=CC=2)C2C=CC=CC=2)C=CC=CC=1.C1(P(C2C=CC=CC=2)C2C=CC=CC=2)C=CC=CC=1. The product is [F:24][C:25]1[CH:30]=[CH:29][CH:28]=[C:27]([F:31])[C:26]=1[C:2]1[N:7]=[C:6]([CH3:8])[C:5]([CH:9]([CH2:14][CH2:15][CH3:16])[C:10]([O:12][CH3:13])=[O:11])=[C:4]([C:17]2[CH:22]=[CH:21][C:20]([CH3:23])=[CH:19][CH:18]=2)[N:3]=1. The yield is 0.160. (2) The reactants are [CH2:1]([O:8][C:9]1[C:10](=[O:18])[CH:11]=[C:12]([CH:15]([F:17])[F:16])O[CH:14]=1)[C:2]1[CH:7]=[CH:6][CH:5]=[CH:4][CH:3]=1.[OH-].[NH4+:20].C(Cl)Cl.CCOC(C)=O. The catalyst is C(O)C. The product is [CH2:1]([O:8][C:9]1[C:10](=[O:18])[CH:11]=[C:12]([CH:15]([F:17])[F:16])[NH:20][CH:14]=1)[C:2]1[CH:7]=[CH:6][CH:5]=[CH:4][CH:3]=1. The yield is 0.740. (3) The reactants are CS(O[CH2:6][CH2:7][CH2:8][O:9][C:10]1[CH:15]=[C:14]([F:16])[C:13]([CH2:17][S:18][C:19]2[N:20]([C:36]3[CH:41]=[CH:40][C:39]([F:42])=[CH:38][CH:37]=3)[C:21]([C:24]([C:27]3[CH:32]=[CH:31][C:30]([F:33])=[C:29]([O:34][CH3:35])[CH:28]=3)([CH3:26])[CH3:25])=[CH:22][N:23]=2)=[C:12]([Cl:43])[CH:11]=1)(=O)=O.[N-:44]=[N+:45]=[N-:46].[Na+]. The catalyst is CN(C=O)C. The product is [N:44]([CH2:6][CH2:7][CH2:8][O:9][C:10]1[CH:15]=[C:14]([F:16])[C:13]([CH2:17][S:18][C:19]2[N:20]([C:36]3[CH:37]=[CH:38][C:39]([F:42])=[CH:40][CH:41]=3)[C:21]([C:24]([C:27]3[CH:32]=[CH:31][C:30]([F:33])=[C:29]([O:34][CH3:35])[CH:28]=3)([CH3:26])[CH3:25])=[CH:22][N:23]=2)=[C:12]([Cl:43])[CH:11]=1)=[N+:45]=[N-:46]. The yield is 0.800. (4) The reactants are [CH:1]([C:4]1[CH:9]=[CH:8][C:7]([C:10]2[C:14]3[C:15]([CH3:22])=[C:16]([NH2:21])[C:17]([CH3:20])=[C:18]([CH3:19])[C:13]=3[O:12][C:11]=2[CH3:23])=[CH:6][CH:5]=1)([CH3:3])[CH3:2].[CH3:24][O:25][C:26]1[CH:31]=[CH:30][C:29]([CH2:32][C:33](Cl)=[O:34])=[CH:28][CH:27]=1. The catalyst is CO. The product is [CH:1]([C:4]1[CH:9]=[CH:8][C:7]([C:10]2[C:14]3[C:15]([CH3:22])=[C:16]([NH:21][C:33](=[O:34])[CH2:32][C:29]4[CH:30]=[CH:31][C:26]([O:25][CH3:24])=[CH:27][CH:28]=4)[C:17]([CH3:20])=[C:18]([CH3:19])[C:13]=3[O:12][C:11]=2[CH3:23])=[CH:6][CH:5]=1)([CH3:3])[CH3:2]. The yield is 0.420. (5) The reactants are CCN(C(C)C)C(C)C.[NH2:10][CH:11]1[CH2:16][CH2:15][CH2:14][N:13](C(OC(C)(C)C)=O)[CH2:12]1.F[P-](F)(F)(F)(F)F.Br[P+](N1CCCC1)(N1CCCC1)N1CCCC1.[NH2:48][C:49]1[C:50]([C:67]2[O:71][C:70](=O)[NH:69][N:68]=2)=[N:51][C:52]([C:55]2[CH:60]=[CH:59][C:58]([S:61]([CH:64]([CH3:66])[CH3:65])(=[O:63])=[O:62])=[CH:57][CH:56]=2)=[CH:53][N:54]=1.Cl. The catalyst is CN(C=O)C.CS(C)=O.CCOC(C)=O.C(=O)([O-])O.[Na+]. The product is [NH2:48][C:49]1[C:50]([C:67]2[O:71][C:70]([NH:10][CH:11]3[CH2:16][CH2:15][CH2:14][NH:13][CH2:12]3)=[N:69][N:68]=2)=[N:51][C:52]([C:55]2[CH:60]=[CH:59][C:58]([S:61]([CH:64]([CH3:65])[CH3:66])(=[O:63])=[O:62])=[CH:57][CH:56]=2)=[CH:53][N:54]=1. The yield is 0.200.